This data is from NCI-60 drug combinations with 297,098 pairs across 59 cell lines. The task is: Regression. Given two drug SMILES strings and cell line genomic features, predict the synergy score measuring deviation from expected non-interaction effect. (1) Drug 1: CCC1(C2=C(COC1=O)C(=O)N3CC4=CC5=C(C=CC(=C5CN(C)C)O)N=C4C3=C2)O.Cl. Drug 2: N.N.Cl[Pt+2]Cl. Cell line: T-47D. Synergy scores: CSS=55.7, Synergy_ZIP=2.92, Synergy_Bliss=0.327, Synergy_Loewe=-12.7, Synergy_HSA=5.11. (2) Synergy scores: CSS=53.9, Synergy_ZIP=3.49, Synergy_Bliss=2.90, Synergy_Loewe=1.71, Synergy_HSA=4.65. Drug 1: CCCCC(=O)OCC(=O)C1(CC(C2=C(C1)C(=C3C(=C2O)C(=O)C4=C(C3=O)C=CC=C4OC)O)OC5CC(C(C(O5)C)O)NC(=O)C(F)(F)F)O. Drug 2: C1=NC(=NC(=O)N1C2C(C(C(O2)CO)O)O)N. Cell line: PC-3. (3) Drug 1: CC1=C(C(=CC=C1)Cl)NC(=O)C2=CN=C(S2)NC3=CC(=NC(=N3)C)N4CCN(CC4)CCO. Drug 2: C1CN(CCN1C(=O)CCBr)C(=O)CCBr. Cell line: OVCAR-5. Synergy scores: CSS=32.1, Synergy_ZIP=-9.55, Synergy_Bliss=-2.58, Synergy_Loewe=1.13, Synergy_HSA=2.20. (4) Drug 1: CN1CCC(CC1)COC2=C(C=C3C(=C2)N=CN=C3NC4=C(C=C(C=C4)Br)F)OC. Drug 2: CC1CCC2CC(C(=CC=CC=CC(CC(C(=O)C(C(C(=CC(C(=O)CC(OC(=O)C3CCCCN3C(=O)C(=O)C1(O2)O)C(C)CC4CCC(C(C4)OC)O)C)C)O)OC)C)C)C)OC. Cell line: OVCAR3. Synergy scores: CSS=31.2, Synergy_ZIP=-3.00, Synergy_Bliss=1.53, Synergy_Loewe=4.65, Synergy_HSA=6.26. (5) Drug 1: CC1OCC2C(O1)C(C(C(O2)OC3C4COC(=O)C4C(C5=CC6=C(C=C35)OCO6)C7=CC(=C(C(=C7)OC)O)OC)O)O. Drug 2: CC1=C(C=C(C=C1)C(=O)NC2=CC(=CC(=C2)C(F)(F)F)N3C=C(N=C3)C)NC4=NC=CC(=N4)C5=CN=CC=C5. Cell line: HCT116. Synergy scores: CSS=52.6, Synergy_ZIP=-0.415, Synergy_Bliss=-0.772, Synergy_Loewe=-5.84, Synergy_HSA=-0.306. (6) Drug 1: CS(=O)(=O)C1=CC(=C(C=C1)C(=O)NC2=CC(=C(C=C2)Cl)C3=CC=CC=N3)Cl. Drug 2: CNC(=O)C1=NC=CC(=C1)OC2=CC=C(C=C2)NC(=O)NC3=CC(=C(C=C3)Cl)C(F)(F)F. Cell line: SF-268. Synergy scores: CSS=20.4, Synergy_ZIP=-3.07, Synergy_Bliss=-0.554, Synergy_Loewe=-4.12, Synergy_HSA=-3.78. (7) Drug 1: C1CN1P(=S)(N2CC2)N3CC3. Drug 2: CC(C)CN1C=NC2=C1C3=CC=CC=C3N=C2N. Cell line: SNB-19. Synergy scores: CSS=10.1, Synergy_ZIP=-2.61, Synergy_Bliss=-0.137, Synergy_Loewe=0.796, Synergy_HSA=0.544. (8) Drug 1: C1=CC(=CC=C1CCC2=CNC3=C2C(=O)NC(=N3)N)C(=O)NC(CCC(=O)O)C(=O)O. Drug 2: CC12CCC3C(C1CCC2O)C(CC4=C3C=CC(=C4)O)CCCCCCCCCS(=O)CCCC(C(F)(F)F)(F)F. Cell line: RXF 393. Synergy scores: CSS=9.41, Synergy_ZIP=-4.88, Synergy_Bliss=-4.76, Synergy_Loewe=-2.10, Synergy_HSA=-1.89. (9) Drug 1: C1=NC2=C(N1)C(=S)N=CN2. Drug 2: C1C(C(OC1N2C=NC(=NC2=O)N)CO)O. Cell line: NCI-H460. Synergy scores: CSS=21.4, Synergy_ZIP=-2.50, Synergy_Bliss=5.09, Synergy_Loewe=1.35, Synergy_HSA=6.74.